Dataset: Full USPTO retrosynthesis dataset with 1.9M reactions from patents (1976-2016). Task: Predict the reactants needed to synthesize the given product. (1) Given the product [CH3:13][O:12][C:9]1[CH:10]=[C:11]2[C:6](=[CH:7][C:8]=1[O:14][CH3:15])[N:5]=[CH:4][CH:3]=[C:2]2[O:16][C:17]1[CH:24]=[C:21]([C:20]([N+:25]([O-:27])=[O:26])=[CH:19][CH:18]=1)[CH:22]=[O:23], predict the reactants needed to synthesize it. The reactants are: Cl[C:2]1[C:11]2[C:6](=[CH:7][C:8]([O:14][CH3:15])=[C:9]([O:12][CH3:13])[CH:10]=2)[N:5]=[CH:4][CH:3]=1.[OH:16][C:17]1[CH:18]=[CH:19][C:20]([N+:25]([O-:27])=[O:26])=[C:21]([CH:24]=1)[CH:22]=[O:23].O. (2) Given the product [CH:6]1[CH2:5][CH2:4][CH:3]=[CH:2][CH:1]=1.[CH2:7]=[CH:8][CH:9]=[CH2:10], predict the reactants needed to synthesize it. The reactants are: [CH:1]1[CH2:6][CH2:5][CH:4]=[CH:3][CH:2]=1.[CH2:7]=[CH:8][CH:9]=[CH2:10]. (3) Given the product [N+:35]([C:32]1[CH:33]=[CH:34][C:29]([O:28][C:27]2[C:26]3[N:25]=[CH:24][N:23]([C:41]=3[N:40]=[CH:39][N:38]=2)[C@@H:11]2[O:12][C@H:13]([CH2:14][O:15][Si:16]([C:19]([CH3:20])([CH3:21])[CH3:22])([CH3:17])[CH3:18])[C@@H:9]([O:8][Si:1]([C:4]([CH3:6])([CH3:7])[CH3:5])([CH3:3])[CH3:2])[C@H:10]2[O:59][Si:60]([C:63]([CH3:66])([CH3:65])[CH3:64])([CH3:62])[CH3:61])=[CH:30][CH:31]=1)([O-:37])=[O:36], predict the reactants needed to synthesize it. The reactants are: [Si:1]([O:8][C@@H:9]1[C@@H:13]([CH2:14][O:15][Si:16]([C:19]([CH3:22])([CH3:21])[CH3:20])([CH3:18])[CH3:17])[O:12][C@@H:11]([N:23]2[C:41]3[N:40]=[CH:39][N:38]=[C:27]([O:28][C:29]4[CH:34]=[CH:33][C:32]([N+:35]([O-:37])=[O:36])=[CH:31][CH:30]=4)[C:26]=3[N:25]=[CH:24]2)[CH2:10]1)([C:4]([CH3:7])([CH3:6])[CH3:5])([CH3:3])[CH3:2].N1(OC2C3N=CN(C=3N=CN=2)[C@@H]2O[C@H](C[O:59][Si:60]([C:63]([CH3:66])([CH3:65])[CH3:64])([CH3:62])[CH3:61])[C@@H]([O:59][Si:60]([C:63]([CH3:66])([CH3:65])[CH3:64])([CH3:62])[CH3:61])[C@H]2[O:59][Si:60]([C:63]([CH3:66])([CH3:65])[CH3:64])([CH3:62])[CH3:61])C2C=CC=CC=2N=N1.[N+](C1C=CC(O)=CC=1)([O-])=O.C([O-])([O-])=O.[Cs+].[Cs+]. (4) The reactants are: [CH2:1]([O:3][C:4]1[CH:5]=[C:6]([O:17][C:18]2[CH:19]=[N:20][C:21]([S:24]([CH3:27])(=[O:26])=[O:25])=[CH:22][CH:23]=2)[CH:7]=[C:8]2[C:12]=1[NH:11][C:10]([C:13]([O:15]C)=[O:14])=[CH:9]2)[CH3:2].O1CCCC1.CO.[OH-].[K+]. Given the product [CH2:1]([O:3][C:4]1[CH:5]=[C:6]([O:17][C:18]2[CH:19]=[N:20][C:21]([S:24]([CH3:27])(=[O:26])=[O:25])=[CH:22][CH:23]=2)[CH:7]=[C:8]2[C:12]=1[NH:11][C:10]([C:13]([OH:15])=[O:14])=[CH:9]2)[CH3:2], predict the reactants needed to synthesize it. (5) Given the product [CH2:26]([C:28]1[N:29]=[CH:30][O:31][C:32]=1[C:33]1[N:24]([CH3:25])[C:3]2[CH:4]=[C:5]([N:8]3[CH:13]=[CH:12][C:11]([O:14][CH2:15][C:16]4[CH:17]=[CH:18][C:19]([F:22])=[CH:20][CH:21]=4)=[CH:10][C:9]3=[O:23])[CH:6]=[CH:7][C:2]=2[N:1]=1)[CH3:27], predict the reactants needed to synthesize it. The reactants are: [NH2:1][C:2]1[CH:7]=[CH:6][C:5]([N:8]2[CH:13]=[CH:12][C:11]([O:14][CH2:15][C:16]3[CH:21]=[CH:20][C:19]([F:22])=[CH:18][CH:17]=3)=[CH:10][C:9]2=[O:23])=[CH:4][C:3]=1[NH:24][CH3:25].[CH2:26]([C:28]1[N:29]=[CH:30][O:31][C:32]=1[C:33](O)=O)[CH3:27].CN(C(ON1N=NC2C=CC=NC1=2)=[N+](C)C)C.F[P-](F)(F)(F)(F)F.C(N(CC)C(C)C)(C)C.C([O-])(O)=O.[Na+]. (6) Given the product [I:10][C:7]1[CH:6]=[C:5]([CH3:9])[C:3]([NH2:4])=[C:2]([CH3:1])[CH:8]=1, predict the reactants needed to synthesize it. The reactants are: [CH3:1][C:2]1[CH:8]=[CH:7][CH:6]=[C:5]([CH3:9])[C:3]=1[NH2:4].[I:10]I.S([O-])([O-])(=O)=S.[Na+].[Na+]. (7) Given the product [F:8][C:4]1[CH:5]=[CH:6][CH:7]=[C:2]([CH:29]=[O:30])[C:3]=1[NH:9][C:10](=[O:15])[C:11]([CH3:14])([CH3:13])[CH3:12], predict the reactants needed to synthesize it. The reactants are: Br[C:2]1[CH:7]=[CH:6][CH:5]=[C:4]([F:8])[C:3]=1[NH:9][C:10](=[O:15])[C:11]([CH3:14])([CH3:13])[CH3:12].C([Li])CCC.C1CCCCC1.CN(C)[CH:29]=[O:30].